From a dataset of Full USPTO retrosynthesis dataset with 1.9M reactions from patents (1976-2016). Predict the reactants needed to synthesize the given product. (1) The reactants are: Cl[CH2:2][C:3]1([CH3:9])[CH2:7][O:6][C:5](=[O:8])[NH:4]1.[CH2:10]([SH:13])[CH2:11][SH:12].C(N(CC)CC)C. Given the product [SH:12][CH2:11][CH2:10][S:13][CH2:2][C:3]1([CH3:9])[CH2:7][O:6][C:5](=[O:8])[NH:4]1, predict the reactants needed to synthesize it. (2) The reactants are: [NH2:1][C:2]1([C:6]2[CH:7]=[C:8]([C:12]3[CH:16]=[C:15]([O:17][C:18]4[CH:23]=[CH:22][C:21]([C:24]([F:27])([F:26])[F:25])=[CH:20][CH:19]=4)[N:14]([CH2:28][C:29]([N:31]([CH3:33])[CH3:32])=[O:30])[N:13]=3)[CH:9]=[CH:10][CH:11]=2)[CH2:5][O:4][CH2:3]1.C(N(CC)CC)C.[F:41][C:42]([F:49])([F:48])[CH2:43][S:44](Cl)(=[O:46])=[O:45].O. Given the product [F:27][C:24]([F:25])([F:26])[C:21]1[CH:20]=[CH:19][C:18]([O:17][C:15]2[N:14]([CH2:28][C:29]([N:31]([CH3:33])[CH3:32])=[O:30])[N:13]=[C:12]([C:8]3[CH:9]=[CH:10][CH:11]=[C:6]([C:2]4([NH:1][S:44]([CH2:43][C:42]([F:49])([F:48])[F:41])(=[O:46])=[O:45])[CH2:5][O:4][CH2:3]4)[CH:7]=3)[CH:16]=2)=[CH:23][CH:22]=1, predict the reactants needed to synthesize it.